Dataset: Catalyst prediction with 721,799 reactions and 888 catalyst types from USPTO. Task: Predict which catalyst facilitates the given reaction. (1) Reactant: [CH3:1][N:2]1[C:7]2=[CH:8][NH:9][CH:10]=[C:6]2[C:5](=[O:11])[N:4]([CH3:12])[C:3]1=[O:13].[H-].[Na+].C([CH:20]1[CH2:24]OS(=O)(=O)[N:21]1[C:27]([O-:29])=[O:28])(C)(C)C. Product: [C:6]([O:29][C:27](=[O:28])[NH:21][CH2:20][CH2:24][N:9]1[CH:10]=[C:6]2[C:7]([N:2]([CH3:1])[C:3](=[O:13])[N:4]([CH3:12])[C:5]2=[O:11])=[CH:8]1)([CH3:7])([CH3:10])[CH3:5]. The catalyst class is: 1. (2) Reactant: [Cl:1][C:2]1[CH:3]=[C:4]([NH:9][C:10]2[C:19]3[C:14](=[CH:15][C:16]([O:33][CH3:34])=[C:17]([O:20][C@H:21]4[CH2:25][CH2:24][N:23](C(OC(C)(C)C)=O)[CH2:22]4)[CH:18]=3)[N:13]=[CH:12][N:11]=2)[CH:5]=[CH:6][C:7]=1[F:8].[ClH:35]. Product: [ClH:1].[ClH:35].[Cl:1][C:2]1[CH:3]=[C:4]([NH:9][C:10]2[C:19]3[C:14](=[CH:15][C:16]([O:33][CH3:34])=[C:17]([O:20][C@H:21]4[CH2:25][CH2:24][NH:23][CH2:22]4)[CH:18]=3)[N:13]=[CH:12][N:11]=2)[CH:5]=[CH:6][C:7]=1[F:8]. The catalyst class is: 12. (3) Reactant: [CH2:1]([O:8][C:9]1[CH:14]=[CH:13][CH:12]=[CH:11][C:10]=1[CH2:15][CH2:16][CH2:17][CH2:18][CH2:19][CH2:20][CH2:21][S:22](Cl)(=[O:24])=[O:23])[C:2]1[CH:7]=[CH:6][CH:5]=[CH:4][CH:3]=1.[NH4+].[F-:27]. Product: [CH2:1]([O:8][C:9]1[CH:14]=[CH:13][CH:12]=[CH:11][C:10]=1[CH2:15][CH2:16][CH2:17][CH2:18][CH2:19][CH2:20][CH2:21][S:22]([F:27])(=[O:24])=[O:23])[C:2]1[CH:7]=[CH:6][CH:5]=[CH:4][CH:3]=1. The catalyst class is: 21. (4) Reactant: [C:1]1([CH:7]2[C:12]3[C:13]([C:16]([O:18][CH2:19][CH3:20])=[O:17])=[N:14][O:15][C:11]=3[CH2:10][CH2:9][NH:8]2)[CH:6]=[CH:5][CH:4]=[CH:3][CH:2]=1.C(N(CC)CC)C.[CH3:28][C:29]([O:32][C:33](O[C:33]([O:32][C:29]([CH3:31])([CH3:30])[CH3:28])=[O:34])=[O:34])([CH3:31])[CH3:30]. Product: [C:1]1([CH:7]2[C:12]3[C:13]([C:16]([O:18][CH2:19][CH3:20])=[O:17])=[N:14][O:15][C:11]=3[CH2:10][CH2:9][N:8]2[C:33]([O:32][C:29]([CH3:31])([CH3:30])[CH3:28])=[O:34])[CH:2]=[CH:3][CH:4]=[CH:5][CH:6]=1. The catalyst class is: 4.